This data is from Forward reaction prediction with 1.9M reactions from USPTO patents (1976-2016). The task is: Predict the product of the given reaction. (1) Given the reactants [Cl-].O[NH3+:3].[C:4](=[O:7])([O-])[OH:5].[Na+].CS(C)=O.[CH2:13]([C:17]1[N:18]=[C:19]([CH2:47][CH3:48])[N:20]([C:39]2[CH:44]=[CH:43][C:42]([O:45][CH3:46])=[CH:41][CH:40]=2)[C:21](=[O:38])[C:22]=1[CH2:23][C:24]1[CH:29]=[CH:28][C:27]([C:30]2[C:31]([C:36]#[N:37])=[CH:32][CH:33]=[CH:34][CH:35]=2)=[CH:26][CH:25]=1)[CH2:14][CH2:15][CH3:16], predict the reaction product. The product is: [CH2:13]([C:17]1[N:18]=[C:19]([CH2:47][CH3:48])[N:20]([C:39]2[CH:40]=[CH:41][C:42]([O:45][CH3:46])=[CH:43][CH:44]=2)[C:21](=[O:38])[C:22]=1[CH2:23][C:24]1[CH:25]=[CH:26][C:27]([C:30]2[CH:35]=[CH:34][CH:33]=[CH:32][C:31]=2[C:36]2[NH:3][C:4](=[O:7])[O:5][N:37]=2)=[CH:28][CH:29]=1)[CH2:14][CH2:15][CH3:16]. (2) Given the reactants [CH2:1]([Mg]Br)[CH3:2].CON(C)[C:8](=[O:19])[CH2:9][CH2:10][C:11]1[CH:16]=[CH:15][C:14]([O:17][CH3:18])=[CH:13][CH:12]=1, predict the reaction product. The product is: [CH3:18][O:17][C:14]1[CH:15]=[CH:16][C:11]([CH2:10][CH2:9][C:8](=[O:19])[CH2:1][CH3:2])=[CH:12][CH:13]=1. (3) Given the reactants [F:1][C:2]1[CH:10]=[CH:9][CH:8]=[C:7]([O:11][CH3:12])[C:3]=1[CH:4]=[N:5][OH:6].[Cl:13]N1C(=O)CCC1=O, predict the reaction product. The product is: [F:1][C:2]1[CH:10]=[CH:9][CH:8]=[C:7]([O:11][CH3:12])[C:3]=1[C:4]([Cl:13])=[N:5][OH:6]. (4) Given the reactants Cl[C:2]1[N:3]=[C:4](Cl)[C:5]2[S:10][CH:9]=[CH:8][C:6]=2[N:7]=1.[S:12]1(=[O:24])(=[O:23])[C:18]2[CH:19]=[CH:20][CH:21]=[CH:22][C:17]=2[CH2:16][NH:15][CH2:14][CH2:13]1, predict the reaction product. The product is: [O:23]=[S:12]1(=[O:24])[C:18]2[CH:19]=[CH:20][CH:21]=[CH:22][C:17]=2[CH2:16][N:15]([C:2]2[N:3]=[C:4]([NH:3][CH2:4][CH2:5][CH2:6][NH2:7])[C:5]3[S:10][CH:9]=[CH:8][C:6]=3[N:7]=2)[CH2:14][CH2:13]1. (5) Given the reactants [C:1]1([S:7][CH2:8][CH2:9][C:10]([CH2:17][CH2:18][S:19][C:20]2[CH:25]=[CH:24][CH:23]=[CH:22][CH:21]=2)(C(O)=O)[C:11]([OH:13])=[O:12])[CH:6]=[CH:5][CH:4]=[CH:3][CH:2]=1, predict the reaction product. The product is: [C:20]1([S:19][CH2:18][CH2:17][CH:10]([CH2:9][CH2:8][S:7][C:1]2[CH:6]=[CH:5][CH:4]=[CH:3][CH:2]=2)[C:11]([OH:13])=[O:12])[CH:21]=[CH:22][CH:23]=[CH:24][CH:25]=1. (6) Given the reactants [OH:1][C@H:2]1[C@@H:6]([OH:7])[C@@H:5]([CH2:8][C:9]([NH:11][CH3:12])=[O:10])[N:4]([C:13](OC(C)(C)C)=O)[C@@H:3]1[CH2:20][OH:21].Cl.C(=O)[CH2:24][CH2:25][C:26]1[CH:31]=[CH:30][CH:29]=[CH:28][CH:27]=1.[BH3-]C#N.[Na+], predict the reaction product. The product is: [OH:7][C@@H:6]1[C@H:2]([OH:1])[C@@H:3]([CH2:20][OH:21])[N:4]([CH2:13][CH2:24][CH2:25][C:26]2[CH:31]=[CH:30][CH:29]=[CH:28][CH:27]=2)[C@@H:5]1[CH2:8][C:9]([NH:11][CH3:12])=[O:10]. (7) Given the reactants [CH3:1][O:2][C:3](=[O:14])[C:4]1[CH:9]=[CH:8][C:7]([C:10]([CH3:12])=[CH2:11])=[CH:6][C:5]=1[Cl:13], predict the reaction product. The product is: [CH3:1][O:2][C:3](=[O:14])[C:4]1[CH:9]=[CH:8][C:7]([CH:10]([CH3:11])[CH3:12])=[CH:6][C:5]=1[Cl:13]. (8) Given the reactants Cl[C:2]1[C:11]2[C:6](=[CH:7][CH:8]=[C:9]([C:12]([N:14]3[CH2:17][C:16]([F:19])([F:18])[CH2:15]3)=[O:13])[CH:10]=2)[C:5]([NH2:20])=[N:4][CH:3]=1.[CH3:21][N:22]1[CH:26]=[C:25]([C:27]2[CH:32]=[CH:31][C:30](B3OC(C)(C)C(C)(C)O3)=[CH:29][CH:28]=2)[N:24]=[C:23]1[CH3:42].CC([O-])=O.[K+].CN(C)C=O, predict the reaction product. The product is: [NH2:20][C:5]1[C:6]2[C:11](=[CH:10][C:9]([C:12]([N:14]3[CH2:17][C:16]([F:19])([F:18])[CH2:15]3)=[O:13])=[CH:8][CH:7]=2)[C:2]([C:30]2[CH:31]=[CH:32][C:27]([C:25]3[N:24]=[C:23]([CH3:42])[N:22]([CH3:21])[CH:26]=3)=[CH:28][CH:29]=2)=[CH:3][N:4]=1. (9) The product is: [CH3:29][O:28][C:26]([C:25]1[CH:30]=[CH:31][C:22]([N:21]([CH3:20])[S:2]([C:5]2[CH:6]=[C:7]([CH:17]=[CH:18][CH:19]=2)[C:8]([O:10][CH2:11][CH2:12][Si:13]([CH3:16])([CH3:15])[CH3:14])=[O:9])(=[O:4])=[O:3])=[CH:23][CH:24]=1)=[O:27]. Given the reactants Cl[S:2]([C:5]1[CH:6]=[C:7]([CH:17]=[CH:18][CH:19]=1)[C:8]([O:10][CH2:11][CH2:12][Si:13]([CH3:16])([CH3:15])[CH3:14])=[O:9])(=[O:4])=[O:3].[CH3:20][NH:21][C:22]1[CH:31]=[CH:30][C:25]([C:26]([O:28][CH3:29])=[O:27])=[CH:24][CH:23]=1, predict the reaction product. (10) The product is: [C:10]12([NH:20][C:2]3[CH:9]=[CH:8][CH:7]=[CH:6][C:3]=3[C:4]#[N:5])[CH2:17][CH:16]3[CH2:15][CH:14]([CH2:13][CH:12]([CH2:18]3)[CH2:11]1)[CH2:19]2. Given the reactants F[C:2]1[CH:9]=[CH:8][CH:7]=[CH:6][C:3]=1[C:4]#[N:5].[C:10]12([NH2:20])[CH2:19][CH:14]3[CH2:15][CH:16]([CH2:18][CH:12]([CH2:13]3)[CH2:11]1)[CH2:17]2, predict the reaction product.